From a dataset of Forward reaction prediction with 1.9M reactions from USPTO patents (1976-2016). Predict the product of the given reaction. (1) Given the reactants COC1C=CC(C(C2C=CC(OC)=CC=2)OC(C2C=CC=CC=2)C2CN(C(=O)CCCCC[N:23]3[C:31](=[O:32])[C:30]4[C:25](=[CH:26][CH:27]=[CH:28][CH:29]=4)[C:24]3=[O:33])CC2OC(=O)CCC(O)=O)=CC=1.[N+:74]([C:71]1[CH:72]=[CH:73][C:68](SS[C:68]2[CH:73]=[CH:72][C:71]([N+:74]([O-])=O)=CN=2)=NC=1)([O-])=O.C1(P(C2C=CC=CC=2)C2C=CC=CC=2)C=CC=CC=1, predict the reaction product. The product is: [C:24]1(=[O:33])[N:23]([N:74]2[CH2:71][CH2:72][CH2:73][CH2:68]2)[C:31](=[O:32])[C:30]2=[CH:29][CH:28]=[CH:27][CH:26]=[C:25]12. (2) Given the reactants [CH3:1][C:2]1([CH3:14])[CH2:8][CH2:7][CH2:6][O:5][C:4]2[C:9]([NH2:13])=[CH:10][CH:11]=[CH:12][C:3]1=2.Cl[C:16]1[N:21]=[C:20]([NH:22][C:23]2[CH:28]=[CH:27][CH:26]=[CH:25][C:24]=2[C:29]2[N:30]([CH3:34])[CH:31]=[CH:32][N:33]=2)[C:19]([Cl:35])=[CH:18][N:17]=1, predict the reaction product. The product is: [Cl:35][C:19]1[C:20]([NH:22][C:23]2[CH:28]=[CH:27][CH:26]=[CH:25][C:24]=2[C:29]2[N:30]([CH3:34])[CH:31]=[CH:32][N:33]=2)=[N:21][C:16]([NH:13][C:9]2[C:4]3[O:5][CH2:6][CH2:7][CH2:8][C:2]([CH3:14])([CH3:1])[C:3]=3[CH:12]=[CH:11][CH:10]=2)=[N:17][CH:18]=1. (3) The product is: [C:17]([O:20][C:21]([NH:1][C:2]1[CH:3]=[C:4]([CH:8]=[CH:9][CH:10]=1)[C:5]([OH:7])=[O:6])=[O:22])([CH3:19])([CH3:18])[CH3:16]. Given the reactants [NH2:1][C:2]1[CH:3]=[C:4]([CH:8]=[CH:9][CH:10]=1)[C:5]([OH:7])=[O:6].C1COCC1.[CH3:16][C:17]([O:20][C:21](O[C:21]([O:20][C:17]([CH3:19])([CH3:18])[CH3:16])=[O:22])=[O:22])([CH3:19])[CH3:18].CCN(CC)CC, predict the reaction product. (4) Given the reactants [C:1]1([C:7]2[NH:8][C:9]3[CH:15]=[C:14]([CH2:16][CH2:17]OS(C4C=CC(C)=CC=4)(=O)=O)[CH:13]=[CH:12][C:10]=3[N:11]=2)[CH:6]=[CH:5][CH:4]=[CH:3][CH:2]=1.[N-:29]=[N+:30]=[N-:31].[Na+], predict the reaction product. The product is: [N:29]([CH2:17][CH2:16][C:14]1[CH:13]=[CH:12][C:10]2[N:11]=[C:7]([C:1]3[CH:2]=[CH:3][CH:4]=[CH:5][CH:6]=3)[NH:8][C:9]=2[CH:15]=1)=[N+:30]=[N-:31]. (5) Given the reactants [CH3:1][N:2]([CH3:16])[S:3]([C:6]1[CH:7]=[C:8]2[C:12](=[CH:13][CH:14]=1)[NH:11][C:10](=[O:15])[CH2:9]2)(=[O:5])=[O:4].[N:17]1([CH2:23][CH2:24][O:25][C:26]2[CH:27]=[C:28]3[C:32](=[CH:33][CH:34]=2)[NH:31][C:30]([CH:35]=O)=[CH:29]3)[CH2:22][CH2:21][O:20][CH2:19][CH2:18]1, predict the reaction product. The product is: [CH3:1][N:2]([CH3:16])[S:3]([C:6]1[CH:7]=[C:8]2[C:12](=[CH:13][CH:14]=1)[NH:11][C:10](=[O:15])[C:9]2=[CH:35][C:30]1[NH:31][C:32]2[C:28]([CH:29]=1)=[CH:27][C:26]([O:25][CH2:24][CH2:23][N:17]1[CH2:22][CH2:21][O:20][CH2:19][CH2:18]1)=[CH:34][CH:33]=2)(=[O:5])=[O:4]. (6) Given the reactants [NH2:1][C:2]1[N:7]=[C:6]([CH3:8])[N:5]=[C:4]([C:9]2[N:13]3[N:14]=[CH:15][CH:16]=[CH:17][C:12]3=[N:11][C:10]=2[NH:18][C:19]2[CH:23]=[CH:22][NH:21][N:20]=2)[CH:3]=1.[N:24]([C:27]1[CH:32]=[CH:31][CH:30]=[CH:29][CH:28]=1)=[C:25]=[O:26].N1C=CC=N1.C(O)(C(F)(F)F)=O, predict the reaction product. The product is: [NH2:1][C:2]1[N:7]=[C:6]([CH3:8])[N:5]=[C:4]([C:9]2[N:13]3[N:14]=[CH:15][CH:16]=[CH:17][C:12]3=[N:11][C:10]=2[NH:18][C:19]2[CH:23]=[CH:22][N:21]([C:25]([NH:24][C:27]3[CH:32]=[CH:31][CH:30]=[CH:29][CH:28]=3)=[O:26])[N:20]=2)[CH:3]=1. (7) Given the reactants [CH3:1][C:2]([CH3:18])([CH3:17])[C@H:3]([OH:16])[CH2:4][C:5]1[O:6][C:7]([C:10]2[CH:15]=[CH:14][CH:13]=[CH:12][CH:11]=2)=[N:8][N:9]=1.[N:19]([C@@H:22]([CH2:27][CH2:28][CH2:29][CH3:30])[C:23]([O:25][CH3:26])=[O:24])=[C:20]=[O:21], predict the reaction product. The product is: [CH3:1][C:2]([CH3:18])([CH3:17])[C@H:3]([O:16][C:20]([NH:19][C@@H:22]([CH2:27][CH2:28][CH2:29][CH3:30])[C:23]([O:25][CH3:26])=[O:24])=[O:21])[CH2:4][C:5]1[O:6][C:7]([C:10]2[CH:15]=[CH:14][CH:13]=[CH:12][CH:11]=2)=[N:8][N:9]=1.